From a dataset of Forward reaction prediction with 1.9M reactions from USPTO patents (1976-2016). Predict the product of the given reaction. (1) Given the reactants [CH2:1]([O:8][C:9]1[N:10]=[N:11][C:12]([C:23]#[C:24][C:25]2[CH:26]=[N:27][CH:28]=[C:29]([C:31]([F:34])([F:33])[F:32])[CH:30]=2)=[CH:13][C:14]=1[O:15][CH2:16][C:17]1[CH:22]=[CH:21][CH:20]=[CH:19][CH:18]=1)[C:2]1[CH:7]=[CH:6][CH:5]=[CH:4][CH:3]=1, predict the reaction product. The product is: [CH2:1]([O:8][C:9]1[N:10]=[N:11][C:12]([CH2:23][CH2:24][C:25]2[CH:26]=[N:27][CH:28]=[C:29]([C:31]([F:34])([F:33])[F:32])[CH:30]=2)=[CH:13][C:14]=1[O:15][CH2:16][C:17]1[CH:18]=[CH:19][CH:20]=[CH:21][CH:22]=1)[C:2]1[CH:7]=[CH:6][CH:5]=[CH:4][CH:3]=1. (2) Given the reactants [I:1][C:2]1[N:3]=[C:4]([C@@H:7]2[CH2:11][C@H:10]([CH3:12])[CH2:9][NH:8]2)[NH:5][CH:6]=1.[CH3:13][O:14][C:15]([N:17]([CH3:25])[C@@H:18]([CH:22]([CH3:24])[CH3:23])[C:19](O)=[O:20])=[O:16].N1C(C)=CC(C)=CC=1C.CN(C(ON1N=NC2C=CC=NC1=2)=[N+](C)C)C.F[P-](F)(F)(F)(F)F, predict the reaction product. The product is: [I:1][C:2]1[N:3]=[C:4]([C@@H:7]2[CH2:11][C@H:10]([CH3:12])[CH2:9][N:8]2[C:19]([C@@H:18]([N:17]([CH3:25])[C:15](=[O:16])[O:14][CH3:13])[CH:22]([CH3:24])[CH3:23])=[O:20])[NH:5][CH:6]=1. (3) The product is: [CH2:1]([O:3][C:4]1[CH:5]=[C:6]2[C:11](=[CH:12][CH:13]=1)[CH:10]=[C:9]([C:14]1[C:16]3[C:23](=[CH:22][CH:21]=[C:18]([C:19]#[N:20])[CH:17]=3)[NH:27][N:26]=1)[CH:8]=[CH:7]2)[CH3:2]. Given the reactants [CH2:1]([O:3][C:4]1[CH:5]=[C:6]2[C:11](=[CH:12][CH:13]=1)[CH:10]=[C:9]([C:14]([C:16]1[CH:17]=[C:18]([CH:21]=[CH:22][C:23]=1F)[C:19]#[N:20])=O)[CH:8]=[CH:7]2)[CH3:2].O.[NH2:26][NH2:27], predict the reaction product. (4) Given the reactants [N:1]1([C:7]([O:9][C:10]([CH3:13])([CH3:12])[CH3:11])=[O:8])[CH2:6][CH2:5][NH:4][CH2:3][CH2:2]1.[C:14](O)(=[O:18])[C@H:15]([CH3:17])[OH:16].CN(C(ON1N=NC2C=CC=CC1=2)=[N+](C)C)C.F[P-](F)(F)(F)(F)F, predict the reaction product. The product is: [OH:16][CH:15]([CH3:17])[C:14]([N:4]1[CH2:5][CH2:6][N:1]([C:7]([O:9][C:10]([CH3:13])([CH3:12])[CH3:11])=[O:8])[CH2:2][CH2:3]1)=[O:18]. (5) Given the reactants [F:1][C:2]([F:13])([CH2:8][NH:9][CH:10]([CH3:12])[CH3:11])[C:3]([O:5][CH2:6][CH3:7])=[O:4].C([O-])([O-])=O.[K+].[K+].[Cl:20][C:21]1[N:26]=[C:25](Cl)[C:24]([N+:28]([O-:30])=[O:29])=[CH:23][N:22]=1, predict the reaction product. The product is: [Cl:20][C:21]1[N:26]=[C:25]([N:9]([CH:10]([CH3:12])[CH3:11])[CH2:8][C:2]([F:13])([F:1])[C:3]([O:5][CH2:6][CH3:7])=[O:4])[C:24]([N+:28]([O-:30])=[O:29])=[CH:23][N:22]=1. (6) Given the reactants [CH3:1][O:2][C:3]1[CH:4]=[C:5]2[C:10](=[CH:11][C:12]=1[O:13][CH3:14])[C:9]([CH3:15])=[N:8][C:7]([OH:16])=[CH:6]2.[OH-].[K+].Cl.Cl[CH2:21][C:22]1[CH:23]=[C:24]2[C:29](=[CH:30][CH:31]=1)[CH:28]=[N:27][CH:26]=[CH:25]2, predict the reaction product. The product is: [CH:28]1[C:29]2[C:24](=[CH:23][C:22]([CH2:21][C:6]3[C:5]4[C:10](=[CH:11][C:12]([O:13][CH3:14])=[C:3]([O:2][CH3:1])[CH:4]=4)[C:9]([CH3:15])=[N:8][C:7]=3[OH:16])=[CH:31][CH:30]=2)[CH:25]=[CH:26][N:27]=1.